Dataset: Reaction yield outcomes from USPTO patents with 853,638 reactions. Task: Predict the reaction yield, written as a fraction of the theoretical maximum amount of product (1.0 means a 100% yield; for example, 0.34 means a 34% yield). (1) The reactants are Br[C:2]1[CH:11]=[C:10]2[C:5]([CH:6]=[CH:7][N:8]=[CH:9]2)=[CH:4][CH:3]=1.C([Li])CCC.[CH3:17][C:18]1[CH2:23][CH2:22][CH2:21][C:20]([CH3:25])([CH3:24])[C:19]=1[CH:26]=[O:27]. The catalyst is O1CCCC1. The product is [CH:9]1[C:10]2[C:5](=[CH:4][CH:3]=[C:2]([CH:26]([C:19]3[C:20]([CH3:25])([CH3:24])[CH2:21][CH2:22][CH2:23][C:18]=3[CH3:17])[OH:27])[CH:11]=2)[CH:6]=[CH:7][N:8]=1. The yield is 1.00. (2) The reactants are Cl[C:2]1[C:11]([N+:12]([O-:14])=[O:13])=[CH:10][CH:9]=[CH:8][C:3]=1[C:4]([O:6][CH3:7])=[O:5].[NH2:15][CH2:16][CH2:17][CH2:18][OH:19]. The catalyst is CO.C(N(CC)CC)C. The product is [OH:19][CH2:18][CH2:17][CH2:16][NH:15][C:2]1[C:11]([N+:12]([O-:14])=[O:13])=[CH:10][CH:9]=[CH:8][C:3]=1[C:4]([O:6][CH3:7])=[O:5]. The yield is 0.740. (3) The reactants are [Br:1][C:2]1[C:13]2[C:5](=[CH:6][C:7]([C:16]3[CH:21]=[CH:20][CH:19]=[CH:18][C:17]=3[Cl:22])=[C:8]3[C:12]=2[C:11](=[O:14])[NH:10][C:9]3=[O:15])[N:4]([CH2:23][CH2:24][CH2:25]O)[CH:3]=1.[NH:27]1[CH2:32][CH2:31][O:30][CH2:29][CH2:28]1. The catalyst is CC(O)C. The product is [Br:1][C:2]1[C:13]2[C:5](=[CH:6][C:7]([C:16]3[CH:21]=[CH:20][CH:19]=[CH:18][C:17]=3[Cl:22])=[C:8]3[C:12]=2[C:11](=[O:14])[NH:10][C:9]3=[O:15])[N:4]([CH2:23][CH2:24][CH2:25][N:27]2[CH2:32][CH2:31][O:30][CH2:29][CH2:28]2)[CH:3]=1. The yield is 0.700. (4) The reactants are [Br:1][C:2]1[CH:3]=[CH:4][C:5]2[N:6]([CH2:16][CH:17](O)[CH2:18][N:19]([C:32]3[CH:37]=[CH:36][CH:35]=[C:34]([O:38][CH3:39])[CH:33]=3)[S:20]([C:23]3[CH:28]=[CH:27][C:26]([N+:29]([O-:31])=[O:30])=[CH:25][CH:24]=3)(=[O:22])=[O:21])[C:7]3[C:12]([C:13]=2[CH:14]=1)=[CH:11][C:10]([Br:15])=[CH:9][CH:8]=3.C(N(S(F)(F)[F:47])CC)C. No catalyst specified. The product is [Br:1][C:2]1[CH:3]=[CH:4][C:5]2[N:6]([CH2:16][CH:17]([F:47])[CH2:18][N:19]([C:32]3[CH:37]=[CH:36][CH:35]=[C:34]([O:38][CH3:39])[CH:33]=3)[S:20]([C:23]3[CH:28]=[CH:27][C:26]([N+:29]([O-:31])=[O:30])=[CH:25][CH:24]=3)(=[O:22])=[O:21])[C:7]3[C:12]([C:13]=2[CH:14]=1)=[CH:11][C:10]([Br:15])=[CH:9][CH:8]=3. The yield is 1.00. (5) The reactants are [I:1][C:2]1[CH:12]=[N:11][C:5]2[NH:6][CH2:7][C:8](=[O:10])[NH:9][C:4]=2[CH:3]=1.[CH2:13](Br)[C:14]1[CH:19]=[CH:18][CH:17]=[CH:16][CH:15]=1. No catalyst specified. The product is [CH2:13]([N:9]1[C:8](=[O:10])[CH2:7][NH:6][C:5]2[N:11]=[CH:12][C:2]([I:1])=[CH:3][C:4]1=2)[C:14]1[CH:19]=[CH:18][CH:17]=[CH:16][CH:15]=1. The yield is 0.380.